This data is from Forward reaction prediction with 1.9M reactions from USPTO patents (1976-2016). The task is: Predict the product of the given reaction. (1) Given the reactants [CH:1]1[CH:9]=[C:8](Cl)[C:7]2[C:3](=[N:4][O:5][N:6]=2)[C:2]=1[N+:11]([O-:13])=[O:12].P([O-])([O-])([O-])=O.[Na+].[Na+].[Na+].[SH:22][CH2:23][CH2:24][CH2:25][CH2:26][CH2:27][CH2:28][OH:29].[OH-].[Na+], predict the reaction product. The product is: [N+:11]([C:2]1[C:3]2=[N:4][O:5][N:6]=[C:7]2[C:8]([S:22][CH2:23][CH2:24][CH2:25][CH2:26][CH2:27][CH2:28][OH:29])=[CH:9][CH:1]=1)([O-:13])=[O:12]. (2) Given the reactants Br[C:2]1[N:7]=[C:6]([NH:8][CH2:9][CH:10]2[CH2:15][CH2:14][O:13][CH2:12][CH2:11]2)[CH:5]=[CH:4][C:3]=1[Cl:16].[Cl:17][C:18]1[C:19](B(O)O)=[CH:20][C:21]([F:24])=[N:22][CH:23]=1, predict the reaction product. The product is: [Cl:16][C:3]1[C:2]([C:19]2[C:18]([Cl:17])=[CH:23][N:22]=[C:21]([F:24])[CH:20]=2)=[N:7][C:6]([NH:8][CH2:9][CH:10]2[CH2:15][CH2:14][O:13][CH2:12][CH2:11]2)=[CH:5][CH:4]=1. (3) Given the reactants [OH:1][CH2:2][CH2:3][CH2:4][NH:5][C:6]1[CH:11]=[CH:10][CH:9]=[CH:8][N+:7]=1[O-].N(C(OCC)=O)=NC(OCC)=O.O[C:26]1[CH:47]=[CH:46][C:29]2[CH2:30][CH:31]([CH2:41][C:42]([O:44]C)=[O:43])[C:32](=[O:40])[N:33]([CH2:35][C:36]([F:39])([F:38])[F:37])[CH2:34][C:28]=2[CH:27]=1.C1(P(C2C=CC=CC=2)C2C=CC=CC=2)C=CC=CC=1, predict the reaction product. The product is: [O:40]=[C:32]1[CH:31]([CH2:41][C:42]([OH:44])=[O:43])[CH2:30][C:29]2[CH:46]=[CH:47][C:26]([O:1][CH2:2][CH2:3][CH2:4][NH:5][C:6]3[CH:11]=[CH:10][CH:9]=[CH:8][N:7]=3)=[CH:27][C:28]=2[CH2:34][N:33]1[CH2:35][C:36]([F:38])([F:37])[F:39]. (4) The product is: [F:1][C:2]([F:19])([F:18])[C:3]1[CH:4]=[C:5]([CH:15]=[CH:16][CH:17]=1)[O:6][C:7]1[CH:8]=[C:9]([C:13]2[S:23][C:22]([NH:24][C:25]3[CH:26]=[C:27]([CH:33]=[CH:34][CH:35]=3)[C:28]([O:30][CH2:31][CH3:32])=[O:29])=[N:20][N:21]=2)[CH:10]=[CH:11][CH:12]=1. Given the reactants [F:1][C:2]([F:19])([F:18])[C:3]1[CH:4]=[C:5]([CH:15]=[CH:16][CH:17]=1)[O:6][C:7]1[CH:8]=[C:9]([CH:13]=O)[CH:10]=[CH:11][CH:12]=1.[NH:20]([C:22]([NH:24][C:25]1[CH:26]=[C:27]([CH:33]=[CH:34][CH:35]=1)[C:28]([O:30][CH2:31][CH3:32])=[O:29])=[S:23])[NH2:21], predict the reaction product. (5) Given the reactants [OH:1][C:2]1[CH:7]=[CH:6][C:5]([NH:8][C:9](=[O:11])[CH3:10])=[CH:4][CH:3]=1.FC(F)(F)[C:14](O)=[O:15].C1N2CN3CN(C2)CN1C3.C1(C)C=CC=CC=1.CO, predict the reaction product. The product is: [CH:14]([C:7]1[CH:6]=[C:5]([NH:8][C:9](=[O:11])[CH3:10])[CH:4]=[CH:3][C:2]=1[OH:1])=[O:15]. (6) Given the reactants [NH2:1][C:2]1[C:3]([C:25]([NH2:27])=[O:26])=[CH:4][C:5]2[C:13]3[C:8](=[CH:9][CH:10]=[CH:11][CH:12]=3)[N:7]([CH2:14][CH2:15][O:16][Si](C(C)(C)C)(C)C)[C:6]=2[N:24]=1.[F-].C([N+](CCCC)(CCCC)CCCC)CCC, predict the reaction product. The product is: [NH2:1][C:2]1[C:3]([C:25]([NH2:27])=[O:26])=[CH:4][C:5]2[C:13]3[C:8](=[CH:9][CH:10]=[CH:11][CH:12]=3)[N:7]([CH2:14][CH2:15][OH:16])[C:6]=2[N:24]=1.